This data is from Catalyst prediction with 721,799 reactions and 888 catalyst types from USPTO. The task is: Predict which catalyst facilitates the given reaction. (1) Reactant: [Cl:1][C:2]1[C:3]2[C:10](C)=[CH:9][NH:8][C:4]=2[N:5]=[CH:6][N:7]=1.[Cl:12]N1C(=O)CCC1=O. Product: [Cl:1][C:2]1[C:3]2[C:10]([Cl:12])=[CH:9][NH:8][C:4]=2[N:5]=[CH:6][N:7]=1. The catalyst class is: 4. (2) Reactant: C(OC([NH:8][C:9]1[C:10]([NH:22][C:23](=[O:34])[C:24]2[CH:29]=[CH:28][CH:27]=[CH:26][C:25]=2[C:30]([CH3:33])([CH3:32])[CH3:31])=[CH:11][C:12]([O:15][CH2:16][C:17]([O:19][CH2:20][CH3:21])=[O:18])=[CH:13][CH:14]=1)=O)(C)(C)C.C(O)(C(F)(F)F)=O. Product: [C:30]([C:25]1[CH:26]=[CH:27][CH:28]=[CH:29][C:24]=1[C:23]([NH:22][C:10]1[C:9]([NH2:8])=[CH:14][CH:13]=[C:12]([O:15][CH2:16][C:17]([O:19][CH2:20][CH3:21])=[O:18])[CH:11]=1)=[O:34])([CH3:31])([CH3:32])[CH3:33]. The catalyst class is: 2. (3) Reactant: [O:1]1[CH2:5][CH2:4][CH:3]([CH2:6][OH:7])[CH2:2]1.N1C=CC=CC=1.[S:14](O[S:14]([C:17]([F:20])([F:19])[F:18])(=[O:16])=[O:15])([C:17]([F:20])([F:19])[F:18])(=[O:16])=[O:15]. Product: [F:18][C:17]([F:20])([F:19])[S:14]([O:7][CH2:6][CH:3]1[CH2:4][CH2:5][O:1][CH2:2]1)(=[O:16])=[O:15]. The catalyst class is: 2.